This data is from Reaction yield outcomes from USPTO patents with 853,638 reactions. The task is: Predict the reaction yield, written as a fraction of the theoretical maximum amount of product (1.0 means a 100% yield; for example, 0.34 means a 34% yield). (1) The reactants are C[O:2][C:3]1[N:4]=[N:5][C:6]([S:9]([N:12]2[C:21]3[CH:16]([CH2:17][CH:18]=[CH:19][CH:20]=3)[CH2:15][CH2:14][CH2:13]2)(=[O:11])=[O:10])=[CH:7][CH:8]=1.Cl. The catalyst is O1CCOCC1. The product is [N:12]1([S:9]([C:6]2[CH:7]=[CH:8][C:3](=[O:2])[NH:4][N:5]=2)(=[O:11])=[O:10])[C:21]2[CH:16]([CH2:17][CH:18]=[CH:19][CH:20]=2)[CH2:15][CH2:14][CH2:13]1. The yield is 0.330. (2) The reactants are Br[C:2]1[N:7]=[N:6][C:5]([NH2:8])=[N:4][C:3]=1[C:9]1[CH:14]=[CH:13][CH:12]=[CH:11][CH:10]=1.[C:15]1(B(O)O)[CH:20]=[CH:19][CH:18]=[CH:17][CH:16]=1. No catalyst specified. The product is [C:9]1([C:3]2[N:4]=[C:5]([NH2:8])[N:6]=[N:7][C:2]=2[C:15]2[CH:20]=[CH:19][CH:18]=[CH:17][CH:16]=2)[CH:14]=[CH:13][CH:12]=[CH:11][CH:10]=1. The yield is 0.420. (3) The reactants are [NH2:1][C:2]1[N:7]2[N:8]=[C:9]([C:11]3[O:12][CH:13]=[CH:14][CH:15]=3)[N:10]=[C:6]2[CH:5]=[C:4]([C:16]2[CH2:17][CH2:18][NH:19][CH2:20][CH:21]=2)[N:3]=1.[CH:22]1([CH:25]=O)[CH2:24][CH2:23]1.C(O[BH-](OC(=O)C)OC(=O)C)(=O)C.[Na+].[OH-].[Na+]. The catalyst is ClCCl.C(O)(=O)C.C(Cl)(Cl)Cl. The product is [NH2:1][C:2]1[N:7]2[N:8]=[C:9]([C:11]3[O:12][CH:13]=[CH:14][CH:15]=3)[N:10]=[C:6]2[CH:5]=[C:4]([C:16]2[CH2:17][CH2:18][N:19]([CH2:25][CH:22]3[CH2:24][CH2:23]3)[CH2:20][CH:21]=2)[N:3]=1. The yield is 0.480.